This data is from Forward reaction prediction with 1.9M reactions from USPTO patents (1976-2016). The task is: Predict the product of the given reaction. Given the reactants [Cl:1][C:2]1[CH:7]=[CH:6][C:5]([S:8](Cl)(=[O:10])=[O:9])=[CH:4][N:3]=1.Cl.[F:13][C:14]([F:19])([F:18])[C@@H:15]([NH2:17])[CH3:16], predict the reaction product. The product is: [F:13][C:14]([F:19])([F:18])[C@@H:15]([NH:17][S:8]([C:5]1[CH:4]=[N:3][C:2]([Cl:1])=[CH:7][CH:6]=1)(=[O:10])=[O:9])[CH3:16].